Task: Predict the product of the given reaction.. Dataset: Forward reaction prediction with 1.9M reactions from USPTO patents (1976-2016) (1) Given the reactants [N:1]1[CH:2]=[CH:3][N:4]2[CH:9]=[CH:8][CH:7]=[C:6]([CH:10]=[O:11])[C:5]=12.[K+].[Br-:13], predict the reaction product. The product is: [Br:13][C:3]1[N:4]2[CH:9]=[CH:8][CH:7]=[C:6]([CH:10]=[O:11])[C:5]2=[N:1][CH:2]=1. (2) Given the reactants [Cl:1][C:2]1[C:7]([C:8]([OH:10])=[O:9])=[C:6]([C:11]([F:14])([F:13])[F:12])[N:5]=[CH:4][CH:3]=1.[N+](=[CH2:17])=[N-].N(N(C)C(N)=O)=O.C(O)(=O)C, predict the reaction product. The product is: [Cl:1][C:2]1[C:7]([C:8]([O:10][CH3:17])=[O:9])=[C:6]([C:11]([F:14])([F:12])[F:13])[N:5]=[CH:4][CH:3]=1. (3) The product is: [CH3:25][O:26][CH2:27][CH2:28][O:29][CH2:30][CH2:31][O:32][CH2:33][CH2:34][O:35][CH2:36][CH2:37][NH:38][C:1](=[O:24])[CH2:2][CH2:3]/[CH:4]=[CH:5]\[CH2:6]/[CH:7]=[CH:8]\[CH2:9]/[CH:10]=[CH:11]\[CH2:12]/[CH:13]=[CH:14]\[CH2:15]/[CH:16]=[CH:17]\[CH2:18]/[CH:19]=[CH:20]\[CH2:21][CH3:22]. Given the reactants [C:1]([OH:24])(=O)[CH2:2][CH2:3]/[CH:4]=[CH:5]\[CH2:6]/[CH:7]=[CH:8]\[CH2:9]/[CH:10]=[CH:11]\[CH2:12]/[CH:13]=[CH:14]\[CH2:15]/[CH:16]=[CH:17]\[CH2:18]/[CH:19]=[CH:20]\[CH2:21][CH3:22].[CH3:25][O:26][CH2:27][CH2:28][O:29][CH2:30][CH2:31][O:32][CH2:33][CH2:34][O:35][CH2:36][CH2:37][NH2:38], predict the reaction product. (4) Given the reactants [H-].[Na+].[C:3]([O:7][C:8](=[O:41])[NH:9][C@H:10]1[CH2:15][CH2:14][C@H:13]([NH:16][C:17]2[CH:22]=[C:21]([N:23]3[C:27]4[CH:28]=[CH:29][CH:30]=[CH:31][C:26]=4[N:25]=[C:24]3[CH:32]([F:34])[F:33])[N:20]=[C:19]([N:35]3[CH2:40][CH2:39][O:38][CH2:37][CH2:36]3)[N:18]=2)[CH2:12][CH2:11]1)([CH3:6])([CH3:5])[CH3:4].Br[CH2:43][CH:44]([CH3:46])[CH3:45], predict the reaction product. The product is: [C:3]([O:7][C:8](=[O:41])[NH:9][C@H:10]1[CH2:11][CH2:12][C@H:13]([N:16]([C:17]2[CH:22]=[C:21]([N:23]3[C:27]4[CH:28]=[CH:29][CH:30]=[CH:31][C:26]=4[N:25]=[C:24]3[CH:32]([F:33])[F:34])[N:20]=[C:19]([N:35]3[CH2:36][CH2:37][O:38][CH2:39][CH2:40]3)[N:18]=2)[CH2:43][CH:44]([CH3:46])[CH3:45])[CH2:14][CH2:15]1)([CH3:6])([CH3:4])[CH3:5]. (5) Given the reactants [C:1]([C:3]1[C:11]2[C:6](=[CH:7][CH:8]=[CH:9][CH:10]=2)[NH:5][N:4]=1)#[CH:2].[N:12]([C:15]1[CH:20]=[CH:19][C:18]([Br:21])=[CH:17][CH:16]=1)=[N+:13]=[N-:14], predict the reaction product. The product is: [Br:21][C:18]1[CH:19]=[CH:20][C:15]([N:12]2[CH:2]=[C:1]([C:3]3[C:11]4[C:6](=[CH:7][CH:8]=[CH:9][CH:10]=4)[NH:5][N:4]=3)[N:14]=[N:13]2)=[CH:16][CH:17]=1. (6) The product is: [CH3:50][CH:46]([O:45][C:13]([CH3:12])=[O:14])[C:47]([OH:55])=[O:49]. Given the reactants C1N=C(N)C2N=CN([C@@H]3[O:14][C@H:13](COP(OP(OC[C@H]4O[C@@H](N5C=C(C(N)=O)CC=C5)[C@H](O)[C@@H]4O)(O)=O)(O)=O)[C@@H:12](O)[C@H]3O)C=2N=1.[OH:45][CH:46]([CH3:50])[C:47](=[O:49])C.CC(O)C([OH:55])C, predict the reaction product.